From a dataset of Catalyst prediction with 721,799 reactions and 888 catalyst types from USPTO. Predict which catalyst facilitates the given reaction. Reactant: [CH3:1][O:2][C:3](=[O:20])[CH2:4][N:5]([CH2:12][C:13]1[CH:18]=[CH:17][C:16]([Cl:19])=[CH:15][CH:14]=1)[CH:6]1[CH2:11][CH2:10][NH:9][CH2:8][CH2:7]1.C(=O)([O-])[O-].[K+].[K+].Br[CH2:28][CH2:29][CH:30]=[C:31]1[C:37]2[CH:38]=[CH:39][CH:40]=[N:41][C:36]=2[CH2:35][O:34][C:33]2[CH:42]=[CH:43][C:44]([C:46]([OH:49])([CH3:48])[CH3:47])=[CH:45][C:32]1=2. The catalyst class is: 744. Product: [CH3:1][O:2][C:3](=[O:20])[CH2:4][N:5]([CH2:12][C:13]1[CH:14]=[CH:15][C:16]([Cl:19])=[CH:17][CH:18]=1)[CH:6]1[CH2:11][CH2:10][N:9]([CH2:28][CH2:29][CH:30]=[C:31]2[C:37]3[CH:38]=[CH:39][CH:40]=[N:41][C:36]=3[CH2:35][O:34][C:33]3[CH:42]=[CH:43][C:44]([C:46]([OH:49])([CH3:48])[CH3:47])=[CH:45][C:32]2=3)[CH2:8][CH2:7]1.